Dataset: Forward reaction prediction with 1.9M reactions from USPTO patents (1976-2016). Task: Predict the product of the given reaction. (1) Given the reactants Cl[C:2]1[N:7]=[C:6]([CH3:8])[C:5]([F:9])=[CH:4][N:3]=1.[CH3:10][O:11][C:12]([CH:14]1[CH2:19][CH2:18][C:17]([C:21]2[S:22][C:23]([C:26]3[CH:31]=[C:30]([CH3:32])[CH:29]=[C:28]([NH2:33])[CH:27]=3)=[CH:24][N:25]=2)([OH:20])[CH2:16][C:15]1([CH3:35])[CH3:34])=[O:13].CC1(C)C2C(=C(P(C3C=CC=CC=3)C3C=CC=CC=3)C=CC=2)OC2C(P(C3C=CC=CC=3)C3C=CC=CC=3)=CC=CC1=2.C([O-])([O-])=O.[Cs+].[Cs+], predict the reaction product. The product is: [CH3:10][O:11][C:12]([CH:14]1[CH2:19][CH2:18][C:17]([C:21]2[S:22][C:23]([C:26]3[CH:31]=[C:30]([CH3:32])[CH:29]=[C:28]([NH:33][C:2]4[N:7]=[C:6]([CH3:8])[C:5]([F:9])=[CH:4][N:3]=4)[CH:27]=3)=[CH:24][N:25]=2)([OH:20])[CH2:16][C:15]1([CH3:35])[CH3:34])=[O:13]. (2) Given the reactants [C:1]([C:5]1[CH:23]=[CH:22][C:8]([C:9]([NH:11][CH2:12][CH2:13][C:14]2[CH:19]=[CH:18][C:17]([Cl:20])=[C:16]([Cl:21])[CH:15]=2)=O)=[C:7]([Cl:24])[CH:6]=1)([CH3:4])([CH3:3])[CH3:2].Cl.[OH-].[Na+], predict the reaction product. The product is: [C:1]([C:5]1[CH:23]=[CH:22][C:8]([CH2:9][NH:11][CH2:12][CH2:13][C:14]2[CH:19]=[CH:18][C:17]([Cl:20])=[C:16]([Cl:21])[CH:15]=2)=[C:7]([Cl:24])[CH:6]=1)([CH3:4])([CH3:2])[CH3:3]. (3) Given the reactants Br[C:2]1[CH:3]=[C:4]2[C:9](=[CH:10][CH:11]=1)[C:8]([O:12][S:13]([C:16]([F:19])([F:18])[F:17])(=[O:15])=[O:14])=[C:7]([C:20](=[O:26])[C:21]([O:23][CH2:24][CH3:25])=[O:22])[C:6]([CH3:27])=[CH:5]2.O[CH:29]([C:35]1C2C(C3C=CC=CC=3C=1O)=CC=CC=2)[C:30](OCC)=O, predict the reaction product. The product is: [O:26]=[C:20]([C:7]1[C:6]2[C:5]([C:4]3[CH:3]=[CH:2][CH:11]=[CH:10][C:9]=3[C:8]=1[O:12][S:13]([C:16]([F:17])([F:19])[F:18])(=[O:15])=[O:14])=[CH:35][CH:29]=[CH:30][CH:27]=2)[C:21]([O:23][CH2:24][CH3:25])=[O:22]. (4) Given the reactants [NH2:1][C:2]1[N:3]([C:14]([O:16][C:17]([CH3:20])([CH3:19])[CH3:18])=[O:15])[CH:4]=[C:5]([CH2:7][CH2:8][CH2:9][CH2:10][CH2:11][C:12]#[CH:13])[N:6]=1.[N:21]([CH2:24][CH2:25][NH:26][S:27]([C:30]1[C:39]2[C:34](=[C:35]([N:40]([CH3:42])[CH3:41])[CH:36]=[CH:37][CH:38]=2)[CH:33]=[CH:32][CH:31]=1)(=[O:29])=[O:28])=[N+:22]=[N-:23], predict the reaction product. The product is: [NH2:1][C:2]1[N:3]([C:14]([O:16][C:17]([CH3:20])([CH3:19])[CH3:18])=[O:15])[CH:4]=[C:5]([CH2:7][CH2:8][CH2:9][CH2:10][CH2:11][C:12]2[N:23]=[N:22][N:21]([CH2:24][CH2:25][NH:26][S:27]([C:30]3[C:39]4[C:34](=[C:35]([N:40]([CH3:42])[CH3:41])[CH:36]=[CH:37][CH:38]=4)[CH:33]=[CH:32][CH:31]=3)(=[O:29])=[O:28])[CH:13]=2)[N:6]=1. (5) Given the reactants Br[C:2]1[N:3]([CH2:9][CH3:10])[C:4]([Br:8])=[C:5]([Br:7])[N:6]=1.[C:11]1(OB(C2C=CC=CC=2)O)[C:20]2[C:15](=[CH:16][CH:17]=[CH:18][CH:19]=2)[CH:14]=[CH:13][CH:12]=1.C(=O)([O-])[O-].[K+].[K+], predict the reaction product. The product is: [Br:7][C:5]1[N:6]=[C:2]([C:19]2[C:20]3[C:15](=[CH:14][CH:13]=[CH:12][CH:11]=3)[CH:16]=[CH:17][CH:18]=2)[N:3]([CH2:9][CH3:10])[C:4]=1[Br:8]. (6) Given the reactants [OH:1][C:2]1[CH:7]=[CH:6][C:5]([C:8]2[N:13]=[C:12]([NH:14][C:15]3[CH:23]=[CH:22][C:18]([C:19](O)=[O:20])=[C:17]([O:24][CH3:25])[CH:16]=3)[CH:11]=[N:10][CH:9]=2)=[CH:4][CH:3]=1.[CH2:26]([N:28]([CH2:31][CH3:32])[CH2:29][CH3:30])[CH3:27].C[N:34](C(ON1N=NC2C=CC=CC1=2)=[N+](C)C)C.[B-](F)(F)(F)F, predict the reaction product. The product is: [OH:1][C:2]1[CH:3]=[CH:4][C:5]([C:8]2[N:13]=[C:12]([NH:14][C:15]3[CH:23]=[CH:22][C:18]([C:19]([NH:34][CH2:27][CH2:26][N:28]4[CH2:31][CH2:32][CH2:30][CH2:29]4)=[O:20])=[C:17]([O:24][CH3:25])[CH:16]=3)[CH:11]=[N:10][CH:9]=2)=[CH:6][CH:7]=1. (7) Given the reactants [N+:1]([C:4]1[C:5]([N:13]2[CH2:18][C@H:17]([C:19]([F:22])([F:21])[F:20])[CH2:16][C@H:15]([NH:23][C:24](=[O:30])[O:25][C:26]([CH3:29])([CH3:28])[CH3:27])[CH2:14]2)=[C:6]2[CH2:12][CH2:11][O:10][C:7]2=[N:8][CH:9]=1)([O-])=O.[Cl-].[NH4+].CCO, predict the reaction product. The product is: [NH2:1][C:4]1[C:5]([N:13]2[CH2:18][C@H:17]([C:19]([F:22])([F:20])[F:21])[CH2:16][C@H:15]([NH:23][C:24](=[O:30])[O:25][C:26]([CH3:28])([CH3:27])[CH3:29])[CH2:14]2)=[C:6]2[CH2:12][CH2:11][O:10][C:7]2=[N:8][CH:9]=1. (8) Given the reactants [CH2:1]([C:3]1[NH:8][C:7](=[O:9])[C:6]([C:10]#[N:11])=[C:5]([CH3:12])[CH:4]=1)[CH3:2].[BH4-].[Na+].NCCNCCN.C(O)(C(F)(F)F)=O, predict the reaction product. The product is: [NH2:11][CH2:10][C:6]1[C:7](=[O:9])[NH:8][C:3]([CH2:1][CH3:2])=[CH:4][C:5]=1[CH3:12].